This data is from Catalyst prediction with 721,799 reactions and 888 catalyst types from USPTO. The task is: Predict which catalyst facilitates the given reaction. (1) Reactant: [NH:1]1[CH2:6][CH2:5][CH2:4][CH:3]([O:7][C:8]2[CH:13]=[CH:12][C:11]([NH:14][C:15]([C:17]3[N:18]=[C:19]([C:26]4[CH:31]=[CH:30][CH:29]=[CH:28][CH:27]=4)[O:20][C:21]=3[C:22]([F:25])([F:24])[F:23])=[O:16])=[CH:10][CH:9]=2)[CH2:2]1.[CH3:32][C:33]1([CH3:41])[CH2:38][C:37](=[O:39])[O:36][C:35](=[O:40])[CH2:34]1.C(N(CC)CC)C. Product: [CH3:32][C:33]([CH3:41])([CH2:38][C:37](=[O:39])[N:1]1[CH2:6][CH2:5][CH2:4][CH:3]([O:7][C:8]2[CH:13]=[CH:12][C:11]([NH:14][C:15]([C:17]3[N:18]=[C:19]([C:26]4[CH:31]=[CH:30][CH:29]=[CH:28][CH:27]=4)[O:20][C:21]=3[C:22]([F:25])([F:23])[F:24])=[O:16])=[CH:10][CH:9]=2)[CH2:2]1)[CH2:34][C:35]([OH:40])=[O:36]. The catalyst class is: 16. (2) Reactant: C[O:2][C:3](=[O:16])[C:4]1[CH:9]=[CH:8][C:7]([C:10]#[C:11][C:12]#[C:13][CH2:14][CH3:15])=[CH:6][CH:5]=1.C1COCC1.[OH-].[Na+].OP(O)(O)=O. Product: [C:10]([C:7]1[CH:8]=[CH:9][C:4]([C:3]([OH:16])=[O:2])=[CH:5][CH:6]=1)#[C:11][C:12]#[C:13][CH2:14][CH3:15]. The catalyst class is: 6. (3) Reactant: C(OC([NH:8][CH2:9][C:10]1[N:11]([CH2:32][CH:33]([CH3:35])[CH3:34])[C:12](=[O:31])[C:13]2[C:18]([C:19]=1[C:20]1[CH:25]=[CH:24][CH:23]=[CH:22][CH:21]=1)=[CH:17][C:16](/[CH:26]=[CH:27]/[C:28]([NH2:30])=[O:29])=[CH:15][CH:14]=2)=O)(C)(C)C.[ClH:36]. Product: [ClH:36].[NH2:8][CH2:9][C:10]1[N:11]([CH2:32][CH:33]([CH3:35])[CH3:34])[C:12](=[O:31])[C:13]2[C:18]([C:19]=1[C:20]1[CH:25]=[CH:24][CH:23]=[CH:22][CH:21]=1)=[CH:17][C:16](/[CH:26]=[CH:27]/[C:28]([NH2:30])=[O:29])=[CH:15][CH:14]=2. The catalyst class is: 13. (4) Reactant: [C:1]([O:9][CH2:10][CH3:11])(=[O:8])[CH2:2][C:3]([O:5][CH2:6][CH3:7])=[O:4].[H-].[Na+].[Br:14][C:15]1[CH:20]=[C:19]([F:21])[CH:18]=[CH:17][C:16]=1[CH2:22]Br. Product: [CH2:10]([O:9][C:1](=[O:8])[CH:2]([CH2:22][C:16]1[CH:17]=[CH:18][C:19]([F:21])=[CH:20][C:15]=1[Br:14])[C:3]([O:5][CH2:6][CH3:7])=[O:4])[CH3:11]. The catalyst class is: 216.